Dataset: Forward reaction prediction with 1.9M reactions from USPTO patents (1976-2016). Task: Predict the product of the given reaction. Given the reactants [OH-].[Na+].[F:3][C:4]1[CH:5]=[CH:6][C:7]([C:28]2[C:33]([CH3:34])=[CH:32][C:31]([O:35][CH2:36][CH2:37][C:38]([OH:41])([CH3:40])[CH3:39])=[CH:30][C:29]=2[CH3:42])=[C:8]2[C:12]=1[C@H:11]([O:13][C:14]1[CH:27]=[CH:26][C:17]3[C@H:18]([CH2:21][C:22]([O:24]C)=[O:23])[CH2:19][O:20][C:16]=3[CH:15]=1)[CH2:10][CH2:9]2, predict the reaction product. The product is: [F:3][C:4]1[CH:5]=[CH:6][C:7]([C:28]2[C:33]([CH3:34])=[CH:32][C:31]([O:35][CH2:36][CH2:37][C:38]([OH:41])([CH3:39])[CH3:40])=[CH:30][C:29]=2[CH3:42])=[C:8]2[C:12]=1[C@H:11]([O:13][C:14]1[CH:27]=[CH:26][C:17]3[C@H:18]([CH2:21][C:22]([OH:24])=[O:23])[CH2:19][O:20][C:16]=3[CH:15]=1)[CH2:10][CH2:9]2.